This data is from Catalyst prediction with 721,799 reactions and 888 catalyst types from USPTO. The task is: Predict which catalyst facilitates the given reaction. (1) Reactant: [CH2:1]([O:8][C:9](=[O:21])[NH:10][C@H:11]([CH2:14]C1C=CC=CC=1)[CH2:12][NH2:13])[C:2]1[CH:7]=[CH:6][CH:5]=[CH:4][CH:3]=1.[C:22]([NH:29][C@@H:30]([C:32](O)=O)[CH3:31])([O:24][C:25]([CH3:28])([CH3:27])[CH3:26])=[O:23].Cl.CN(C)CCCN=C=NCC.O.ON1[C:53]2[CH:54]=[CH:55][CH:56]=[CH:57][C:52]=2N=N1.CN1CC[O:62]CC1. Product: [C:25]([O:24][C:22]([NH:29][C@H:30]([CH2:31][C:52]1[CH:57]=[CH:56][CH:55]=[CH:54][CH:53]=1)[CH2:32][NH:13][C:12](=[O:62])[C@H:11]([NH:10][C:9](=[O:21])[O:8][CH2:1][C:2]1[CH:3]=[CH:4][CH:5]=[CH:6][CH:7]=1)[CH3:14])=[O:23])([CH3:26])([CH3:27])[CH3:28]. The catalyst class is: 39. (2) Product: [Si:11]([O:5][CH2:4][C@@H:3]([OH:6])[CH2:2][Cl:1])([C:7]([CH3:10])([CH3:9])[CH3:8])([CH3:14])[CH3:13]. The catalyst class is: 9. Reactant: [Cl:1][CH2:2][C@H:3]([OH:6])[CH2:4][OH:5].[C:7]([Si:11]([CH3:14])([CH3:13])Cl)([CH3:10])([CH3:9])[CH3:8].N1C=CN=C1. (3) Reactant: [NH2:1][C:2]1[CH:7]=[CH:6][CH:5]=[CH:4][C:3]=1/[CH:8]=[CH:9]/[C:10]([O:12][CH3:13])=[O:11].C(=O)([O-])[O-].[K+].[K+].Br[CH2:21][C:22]1[CH:23]=[C:24]([CH2:28][CH2:29][C:30]([O:32][C:33]([CH3:36])([CH3:35])[CH3:34])=[O:31])[CH:25]=[CH:26][CH:27]=1. Product: [C:33]([O:32][C:30](=[O:31])[CH2:29][CH2:28][C:24]1[CH:23]=[C:22]([CH:27]=[CH:26][CH:25]=1)[CH2:21][NH:1][C:2]1[CH:7]=[CH:6][CH:5]=[CH:4][C:3]=1/[CH:8]=[CH:9]/[C:10]([O:12][CH3:13])=[O:11])([CH3:36])([CH3:34])[CH3:35]. The catalyst class is: 9. (4) Reactant: [C:1]([O:5][C:6]([N:8]1[CH2:11][CH:10]([C:12]2[CH:17]=[C:16]([CH2:18][CH3:19])[C:15]([N+:20]([O-])=O)=[CH:14][N:13]=2)[CH2:9]1)=[O:7])([CH3:4])([CH3:3])[CH3:2].C.[ClH:24].C(O)(C)C. Product: [ClH:24].[C:1]([O:5][C:6]([N:8]1[CH2:11][CH:10]([C:12]2[CH:17]=[C:16]([CH2:18][CH3:19])[C:15]([NH2:20])=[CH:14][N:13]=2)[CH2:9]1)=[O:7])([CH3:4])([CH3:3])[CH3:2]. The catalyst class is: 814. (5) Reactant: [C:1]([O-:13])(=[O:12])[CH2:2][C:3]([CH2:8][C:9]([O-:11])=[O:10])([C:5]([O-:7])=[O:6])[OH:4].[CH3:14][N:15]([CH3:45])[C:16]1([C:39]2[CH:44]=[CH:43][CH:42]=[CH:41][CH:40]=2)[CH2:21][CH2:20][CH:19]([CH2:22][CH2:23][NH:24][C:25]([NH:27][CH2:28][CH2:29][C:30]2[C:38]3[C:33](=[CH:34][CH:35]=[CH:36][CH:37]=3)[NH:32][CH:31]=2)=[S:26])[CH2:18][CH2:17]1.C(O)(=O)CC(CC(O)=O)(C(O)=O)O. Product: [C:1]([OH:13])(=[O:12])[CH2:2][C:3]([CH2:8][C:9]([OH:11])=[O:10])([C:5]([OH:7])=[O:6])[OH:4].[CH3:45][N:15]([CH3:14])[C:16]1([C:39]2[CH:40]=[CH:41][CH:42]=[CH:43][CH:44]=2)[CH2:21][CH2:20][CH:19]([CH2:22][CH2:23][NH:24][C:25]([NH:27][CH2:28][CH2:29][C:30]2[C:38]3[C:33](=[CH:34][CH:35]=[CH:36][CH:37]=3)[NH:32][CH:31]=2)=[S:26])[CH2:18][CH2:17]1. The catalyst class is: 8. (6) Reactant: [NH2:1][C:2]1[CH:3]=[C:4]([C@H:24]2[CH2:29][CH2:28][C@H:27]([O:30][CH2:31][CH2:32][C:33]([O:35][CH3:36])=[O:34])[CH2:26][CH2:25]2)[CH:5]=[CH:6][C:7]=1[NH:8][C:9]([C:11]1[O:12][C:13]([NH:16][C:17]2[CH:22]=[CH:21][C:20]([F:23])=[CH:19][CH:18]=2)=[N:14][N:15]=1)=O. Product: [F:23][C:20]1[CH:21]=[CH:22][C:17]([NH:16][C:13]2[O:12][C:11]([C:9]3[NH:8][C:7]4[CH:6]=[CH:5][C:4]([C@H:24]5[CH2:29][CH2:28][C@H:27]([O:30][CH2:31][CH2:32][C:33]([O:35][CH3:36])=[O:34])[CH2:26][CH2:25]5)=[CH:3][C:2]=4[N:1]=3)=[N:15][N:14]=2)=[CH:18][CH:19]=1. The catalyst class is: 15. (7) Reactant: [OH-].[Li+].[CH3:3][O:4][C:5]1[CH:6]=[C:7]([CH:10]=[CH:11][C:12]=1[N:13]1[CH:17]=[C:16]([CH3:18])[N:15]=[CH:14]1)[CH:8]=O.C(OP([CH:27]1[CH2:35][CH2:34][C@@H:33]2[N:29]([C@H:30]([C:36]3[C:37]([F:43])=[N:38][C:39]([F:42])=[CH:40][CH:41]=3)[CH2:31][CH2:32]2)[C:28]1=[O:44])(=O)OCC)C.C(O)C. Product: [F:43][C:37]1[C:36]([C@H:30]2[N:29]3[C@@H:33]([CH2:34][CH2:35]/[C:27](=[CH:8]\[C:7]4[CH:10]=[CH:11][C:12]([N:13]5[CH:17]=[C:16]([CH3:18])[N:15]=[CH:14]5)=[C:5]([O:4][CH3:3])[CH:6]=4)/[C:28]3=[O:44])[CH2:32][CH2:31]2)=[CH:41][CH:40]=[C:39]([F:42])[N:38]=1. The catalyst class is: 7. (8) Reactant: [F:1][C:2]1[CH:7]=[CH:6][C:5]([NH:8][C:9]2[O:13][C:12]([C:14]([NH:16][C:17]3[CH:22]=[CH:21][C:20]([C@H:23]4[CH2:28][CH2:27][C@H:26]([O:29][CH2:30][CH2:31][C:32]([O:34][CH3:35])=[O:33])[CH2:25][CH2:24]4)=[CH:19][C:18]=3[N+:36]([O-])=O)=[O:15])=[N:11][N:10]=2)=[CH:4][CH:3]=1. Product: [NH2:36][C:18]1[CH:19]=[C:20]([C@H:23]2[CH2:24][CH2:25][C@H:26]([O:29][CH2:30][CH2:31][C:32]([O:34][CH3:35])=[O:33])[CH2:27][CH2:28]2)[CH:21]=[CH:22][C:17]=1[NH:16][C:14]([C:12]1[O:13][C:9]([NH:8][C:5]2[CH:4]=[CH:3][C:2]([F:1])=[CH:7][CH:6]=2)=[N:10][N:11]=1)=[O:15]. The catalyst class is: 123.